From a dataset of Peptide-MHC class I binding affinity with 185,985 pairs from IEDB/IMGT. Regression. Given a peptide amino acid sequence and an MHC pseudo amino acid sequence, predict their binding affinity value. This is MHC class I binding data. (1) The peptide sequence is GIFSNPHPV. The MHC is HLA-A02:03 with pseudo-sequence HLA-A02:03. The binding affinity (normalized) is 0.915. (2) The peptide sequence is PYYFANNKF. The MHC is HLA-A02:03 with pseudo-sequence HLA-A02:03. The binding affinity (normalized) is 0. (3) The peptide sequence is KRQQELLR. The MHC is Mamu-B03 with pseudo-sequence Mamu-B03. The binding affinity (normalized) is 0.750. (4) The peptide sequence is TQDLFLPFY. The MHC is HLA-B40:01 with pseudo-sequence HLA-B40:01. The binding affinity (normalized) is 0.0847. (5) The peptide sequence is KINRSKTPY. The MHC is HLA-B27:05 with pseudo-sequence HLA-B27:05. The binding affinity (normalized) is 0.0847. (6) The peptide sequence is SVIEKMETL. The MHC is HLA-A26:01 with pseudo-sequence HLA-A26:01. The binding affinity (normalized) is 0.536. (7) The peptide sequence is SFKDQSKYCH. The MHC is HLA-A31:01 with pseudo-sequence HLA-A31:01. The binding affinity (normalized) is 0.348.